From a dataset of Reaction yield outcomes from USPTO patents with 853,638 reactions. Predict the reaction yield, written as a fraction of the theoretical maximum amount of product (1.0 means a 100% yield; for example, 0.34 means a 34% yield). (1) The reactants are [F:1][C:2]1[CH:3]=[C:4]([C:8]#[C:9][C:10]2[CH:11]=[CH:12][C:13]([C:16]([OH:18])=O)=[N:14][CH:15]=2)[CH:5]=[CH:6][CH:7]=1.CCN(C(C)C)C(C)C.[CH3:28][C:29]1([CH3:35])[CH2:34][O:33][CH2:32][CH2:31][NH:30]1.CN(C(ON1N=NC2C=CC=CC1=2)=[N+](C)C)C.[B-](F)(F)(F)F. The catalyst is CN(C=O)C. The product is [CH3:28][C:29]1([CH3:35])[CH2:34][O:33][CH2:32][CH2:31][N:30]1[C:16]([C:13]1[CH:12]=[CH:11][C:10]([C:9]#[C:8][C:4]2[CH:5]=[CH:6][CH:7]=[C:2]([F:1])[CH:3]=2)=[CH:15][N:14]=1)=[O:18]. The yield is 0.870. (2) The reactants are [CH2:1]([O:8][C:9]1[CH:10]=[C:11]2[C:16](=[CH:17][CH:18]=1)[C:15](=[O:19])[N:14]([CH2:20][CH:21]([CH3:23])[CH3:22])[C:13]([CH2:24][N:25]1C(=O)C3C(=CC=CC=3)[C:26]1=[O:35])=[C:12]2[C:36]1[S:37][CH:38]=[CH:39][CH:40]=1)[C:2]1[CH:7]=[CH:6][CH:5]=[CH:4][CH:3]=1.O.NN.C(=O)([O-])O.[Na+].C(OC([O:51][C:52]([CH3:55])([CH3:54])[CH3:53])=O)([O:51][C:52]([CH3:55])([CH3:54])[CH3:53])=O. The catalyst is C(O)C.O. The product is [C:52]([O:51][C:26](=[O:35])[NH:25][CH2:24][C:13]1[N:14]([CH2:20][CH:21]([CH3:22])[CH3:23])[C:15](=[O:19])[C:16]2[C:11]([C:12]=1[C:36]1[S:37][CH:38]=[CH:39][CH:40]=1)=[CH:10][C:9]([O:8][CH2:1][C:2]1[CH:3]=[CH:4][CH:5]=[CH:6][CH:7]=1)=[CH:18][CH:17]=2)([CH3:55])([CH3:54])[CH3:53]. The yield is 0.922. (3) The reactants are [N+:1]([C:4]1[CH:9]=[CH:8][C:7]([C:10]2[C:18]3[C:17]([NH:19][C:20](=[O:26])[O:21][C:22]([CH3:25])([CH3:24])[CH3:23])=[N:16][CH:15]=[N:14][C:13]=3[O:12][CH:11]=2)=[CH:6][CH:5]=1)([O-:3])=[O:2].[Br:27]Br. The catalyst is CN(C=O)C. The product is [Br:27][C:11]1[O:12][C:13]2[N:14]=[CH:15][N:16]=[C:17]([NH:19][C:20](=[O:26])[O:21][C:22]([CH3:23])([CH3:25])[CH3:24])[C:18]=2[C:10]=1[C:7]1[CH:6]=[CH:5][C:4]([N+:1]([O-:3])=[O:2])=[CH:9][CH:8]=1. The yield is 0.930. (4) The reactants are [C:1]([O:5][C:6]([N:8]1[C@H:13]([C:14](O)=[O:15])[CH2:12][C@@H:11]2[C@H:9]1[CH2:10]2)=[O:7])([CH3:4])([CH3:3])[CH3:2]. The catalyst is C1COCC1. The product is [OH:15][CH2:14][C@@H:13]1[CH2:12][C@@H:11]2[C@@H:9]([CH2:10]2)[N:8]1[C:6]([O:5][C:1]([CH3:4])([CH3:3])[CH3:2])=[O:7]. The yield is 0.910. (5) The reactants are FC(F)(F)S(O[CH2:7][C:8]([F:17])([F:16])[C:9]1[CH:14]=[CH:13][C:12]([CH3:15])=[CH:11][CH:10]=1)(=O)=O.[NH:20]1[CH2:25][CH2:24][CH:23]([NH:26][C:27](=[O:33])[O:28][C:29]([CH3:32])([CH3:31])[CH3:30])[CH2:22][CH2:21]1.CCN(C(C)C)C(C)C. The catalyst is C(Cl)Cl. The product is [F:16][C:8]([F:17])([C:9]1[CH:14]=[CH:13][C:12]([CH3:15])=[CH:11][CH:10]=1)[CH2:7][N:20]1[CH2:21][CH2:22][CH:23]([NH:26][C:27](=[O:33])[O:28][C:29]([CH3:31])([CH3:30])[CH3:32])[CH2:24][CH2:25]1. The yield is 0.700. (6) The reactants are [CH:1]([CH:4]1[C:13]2[C:9](=[CH:10][N:11](CC3C=CC(OC)=CC=3)[N:12]=2)[C:8]2[N:23]=[C:24]([NH:26][C:27]3[N:32]=[C:31]([CH3:33])[CH:30]=[CH:29][N:28]=3)[S:25][C:7]=2[CH2:6][O:5]1)([CH3:3])[CH3:2]. The catalyst is C(O)(C(F)(F)F)=O.O. The product is [CH:1]([CH:4]1[C:13]2[C:9](=[CH:10][NH:11][N:12]=2)[C:8]2[N:23]=[C:24]([NH:26][C:27]3[N:32]=[C:31]([CH3:33])[CH:30]=[CH:29][N:28]=3)[S:25][C:7]=2[CH2:6][O:5]1)([CH3:3])[CH3:2]. The yield is 0.0900. (7) The reactants are [Cl:1][C:2]1[CH:23]=[C:22]([C:24]([F:27])([F:26])[F:25])[CH:21]=[CH:20][C:3]=1[CH2:4][N:5]1[C:9]([CH2:10][CH2:11][C:12](OCC)=[O:13])=[CH:8][C:7]([CH:17]([CH3:19])[CH3:18])=[N:6]1.[H-].C([Al+]CC(C)C)C(C)C.CO.[C@H](O)(C([O-])=O)[C@@H](O)C([O-])=O.[Na+].[K+]. The catalyst is O1CCCC1.C1(C)C=CC=CC=1. The product is [Cl:1][C:2]1[CH:23]=[C:22]([C:24]([F:27])([F:25])[F:26])[CH:21]=[CH:20][C:3]=1[CH2:4][N:5]1[C:9]([CH2:10][CH2:11][CH2:12][OH:13])=[CH:8][C:7]([CH:17]([CH3:18])[CH3:19])=[N:6]1. The yield is 0.560.